This data is from Peptide-MHC class II binding affinity with 134,281 pairs from IEDB. The task is: Regression. Given a peptide amino acid sequence and an MHC pseudo amino acid sequence, predict their binding affinity value. This is MHC class II binding data. (1) The peptide sequence is RRRVMIQSSGGKLRL. The MHC is DRB1_0901 with pseudo-sequence DRB1_0901. The binding affinity (normalized) is 0.904. (2) The peptide sequence is QTSRLLMRRMRRPTG. The MHC is HLA-DQA10102-DQB10501 with pseudo-sequence HLA-DQA10102-DQB10501. The binding affinity (normalized) is 0.530. (3) The peptide sequence is SQDLELSWNLNGLWAY. The MHC is DRB1_1302 with pseudo-sequence DRB1_1302. The binding affinity (normalized) is 0.925. (4) The peptide sequence is EKKYFAATRFEPLAA. The MHC is HLA-DPA10201-DPB10101 with pseudo-sequence HLA-DPA10201-DPB10101. The binding affinity (normalized) is 0.980.